Predict which catalyst facilitates the given reaction. From a dataset of Catalyst prediction with 721,799 reactions and 888 catalyst types from USPTO. (1) Reactant: C(N(CC)CC)C.[Cl:8][C:9]1[C:14]([N+:15]([O-:17])=[O:16])=[C:13](Cl)[CH:12]=[C:11]([CH3:19])[N:10]=1.[N:20]1[CH:25]=[CH:24][CH:23]=[C:22]([CH2:26][CH2:27][CH2:28][O:29][CH2:30][CH2:31][NH2:32])[CH:21]=1. Product: [Cl:8][C:9]1[C:14]([N+:15]([O-:17])=[O:16])=[C:13]([NH:32][CH2:31][CH2:30][O:29][CH2:28][CH2:27][CH2:26][C:22]2[CH:21]=[N:20][CH:25]=[CH:24][CH:23]=2)[CH:12]=[C:11]([CH3:19])[N:10]=1. The catalyst class is: 3. (2) Product: [CH3:22][N:19]1[CH2:20][CH2:21][N:16]([CH:14]2[CH2:15][CH:12]([C:4]3[N:5]4[CH:10]=[CH:9][N:8]=[C:7]([NH2:11])[C:6]4=[C:2]([C:33]4[CH:32]=[C:31]5[C:36]([C:37]([C:39]([F:42])([F:40])[F:41])=[CH:38][C:29]([C:23]6[CH:28]=[CH:27][CH:26]=[CH:25][CH:24]=6)=[N:30]5)=[CH:35][CH:34]=4)[N:3]=3)[CH2:13]2)[CH2:17][CH2:18]1. The catalyst class is: 103. Reactant: I[C:2]1[N:3]=[C:4]([CH:12]2[CH2:15][CH:14]([N:16]3[CH2:21][CH2:20][N:19]([CH3:22])[CH2:18][CH2:17]3)[CH2:13]2)[N:5]2[CH:10]=[CH:9][N:8]=[C:7]([NH2:11])[C:6]=12.[C:23]1([C:29]2[CH:38]=[C:37]([C:39]([F:42])([F:41])[F:40])[C:36]3[C:31](=[CH:32][C:33](B4OC(C)(C)C(C)(C)O4)=[CH:34][CH:35]=3)[N:30]=2)[CH:28]=[CH:27][CH:26]=[CH:25][CH:24]=1.C(=O)([O-])[O-].[Cs+].[Cs+].COCCOC. (3) Reactant: [H-].[Na+].[CH3:3][S:4][C:5]1[CH:6]=[CH:7][C:8]([C:11](=[O:13])[CH3:12])=[N:9][CH:10]=1.[F:14][C:15]([F:22])([F:21])[C:16](OCC)=[O:17]. Product: [F:14][C:15]([F:22])([F:21])[C:16](=[O:17])[CH2:12][C:11]([C:8]1[CH:7]=[CH:6][C:5]([S:4][CH3:3])=[CH:10][N:9]=1)=[O:13]. The catalyst class is: 7.